From a dataset of Catalyst prediction with 721,799 reactions and 888 catalyst types from USPTO. Predict which catalyst facilitates the given reaction. (1) Reactant: [N+:1]([C:4]1[CH:15]=[CH:14][C:7]2[CH2:8][CH2:9][CH2:10][CH2:11][C:12](=[O:13])[C:6]=2[CH:5]=1)([O-])=O.[Cl-].[NH4+]. Product: [NH2:1][C:4]1[CH:15]=[CH:14][C:7]2[CH2:8][CH2:9][CH2:10][CH2:11][C:12](=[O:13])[C:6]=2[CH:5]=1. The catalyst class is: 190. (2) Reactant: Cl.[Cl-].[NH2:3][C:4]1[C:5]([NH:13][CH2:14][CH2:15][N+:16]([CH3:19])([CH3:18])[CH3:17])=[N:6][N:7]2[CH:12]=[CH:11][CH:10]=[CH:9][C:8]=12.[NH2:20][C:21]1[C:22]([Cl:29])=[C:23]([OH:28])[C:24]([CH3:27])=[CH:25][CH:26]=1.C(=O)([O-])[O-].[Na+].[Na+]. The catalyst class is: 6. Product: [Cl-:29].[NH2:20][C:21]1/[C:26](=[N:3]/[C:4]2[C:5]([NH:13][CH2:14][CH2:15][N+:16]([CH3:19])([CH3:18])[CH3:17])=[N:6][N:7]3[CH:12]=[CH:11][CH:10]=[CH:9][C:8]=23)/[CH:25]=[C:24]([CH3:27])[C:23](=[O:28])[C:22]=1[Cl:29]. (3) Reactant: [Cl:1][C:2]1[CH:10]=[C:9]2[C:5]([C:6]([CH:19]=O)=[N:7][N:8]2[CH2:11][C:12]2[CH:17]=[CH:16][C:15]([F:18])=[CH:14][CH:13]=2)=[CH:4][CH:3]=1.[C:21]([CH2:23][C:24]1[CH:33]=[CH:32][C:27]([C:28]([O:30][CH3:31])=[O:29])=[CH:26][CH:25]=1)#[N:22].[OH-].[Na+]. Product: [Cl:1][C:2]1[CH:10]=[C:9]2[C:5]([C:6](/[CH:19]=[C:23](/[C:24]3[CH:33]=[CH:32][C:27]([C:28]([O:30][CH3:31])=[O:29])=[CH:26][CH:25]=3)\[C:21]#[N:22])=[N:7][N:8]2[CH2:11][C:12]2[CH:13]=[CH:14][C:15]([F:18])=[CH:16][CH:17]=2)=[CH:4][CH:3]=1. The catalyst class is: 5. (4) Reactant: [C:1]([O:5][C:6](=[O:44])[NH:7][CH2:8][C:9]([CH3:43])([CH3:42])[CH2:10][NH:11][C:12](=[O:41])[C:13]1[CH:18]=[CH:17][C:16]([NH:19][C:20]2[N:25]=[C:24]([NH:26][CH2:27][C:28]3[CH:33]=[CH:32][C:31]([OH:34])=[CH:30][CH:29]=3)[N:23]=[C:22]([O:35][CH2:36][C:37]([F:40])([F:39])[F:38])[N:21]=2)=[CH:15][CH:14]=1)([CH3:4])([CH3:3])[CH3:2].[Cl:45][CH2:46][C:47]1([CH2:51]Cl)[CH2:50][O:49][CH2:48]1.C([O-])([O-])=O.[K+].[K+]. Product: [C:1]([O:5][C:6](=[O:44])[NH:7][CH2:8][C:9]([CH3:43])([CH3:42])[CH2:10][NH:11][C:12](=[O:41])[C:13]1[CH:18]=[CH:17][C:16]([NH:19][C:20]2[N:25]=[C:24]([NH:26][CH2:27][C:28]3[CH:29]=[CH:30][C:31]([O:34][CH2:51][C:47]4([CH2:46][Cl:45])[CH2:50][O:49][CH2:48]4)=[CH:32][CH:33]=3)[N:23]=[C:22]([O:35][CH2:36][C:37]([F:38])([F:40])[F:39])[N:21]=2)=[CH:15][CH:14]=1)([CH3:4])([CH3:2])[CH3:3]. The catalyst class is: 21. (5) Reactant: [C:1]([O:5][C:6](=[O:37])[CH2:7][CH:8]([NH:15][S:16]([C:19]1[CH:24]=[CH:23][C:22]([NH:25][C:26](=[O:28])[CH3:27])=[CH:21][C:20]=1[O:29]CC1C=CC=CC=1)(=[O:18])=[O:17])[C:9]([N:11]([O:13][CH3:14])[CH3:12])=[O:10])([CH3:4])([CH3:3])[CH3:2].[H][H]. Product: [C:1]([O:5][C:6](=[O:37])[CH2:7][CH:8]([NH:15][S:16]([C:19]1[CH:24]=[CH:23][C:22]([NH:25][C:26](=[O:28])[CH3:27])=[CH:21][C:20]=1[OH:29])(=[O:18])=[O:17])[C:9]([N:11]([O:13][CH3:14])[CH3:12])=[O:10])([CH3:4])([CH3:2])[CH3:3]. The catalyst class is: 19. (6) Reactant: [C:1]([NH:8][CH2:9][CH2:10][CH2:11][CH2:12][NH2:13])([O:3][C:4]([CH3:7])([CH3:6])[CH3:5])=[O:2].F[C:15]1[CH:20]=[CH:19][C:18]([N+:21]([O-:23])=[O:22])=[CH:17][C:16]=1[N+:24]([O-:26])=[O:25].C(N(CC)CC)C. The catalyst class is: 7. Product: [C:4]([O:3][C:1]([NH:8][CH2:9][CH2:10][CH2:11][CH2:12][NH:13][C:19]1[CH:20]=[CH:15][C:16]([N+:24]([O-:26])=[O:25])=[CH:17][C:18]=1[N+:21]([O-:23])=[O:22])=[O:2])([CH3:5])([CH3:6])[CH3:7].